From a dataset of Forward reaction prediction with 1.9M reactions from USPTO patents (1976-2016). Predict the product of the given reaction. (1) Given the reactants COC1C=CC(C[N:8]2[CH2:12][C@@H:11]([C:13]([CH3:28])([S:15]([C:18]3[CH:23]=[CH:22][CH:21]=[C:20]([C:24]([F:27])([F:26])[F:25])[CH:19]=3)(=[O:17])=[O:16])[CH3:14])[CH2:10][C:9]2=[O:29])=CC=1.O=[N+]([O-])[O-].[O-][N+](=O)[O-].[O-][N+](=O)[O-].[O-][N+](=O)[O-].[O-][N+](=O)[O-].[O-][N+](=O)[O-].[Ce+4].[NH4+].[NH4+].CC#N, predict the reaction product. The product is: [CH3:28][C:13]([C@@H:11]1[CH2:12][NH:8][C:9](=[O:29])[CH2:10]1)([S:15]([C:18]1[CH:23]=[CH:22][CH:21]=[C:20]([C:24]([F:26])([F:25])[F:27])[CH:19]=1)(=[O:16])=[O:17])[CH3:14]. (2) The product is: [Br:1][C:2]1[C:10]2[C:5](=[CH:6][CH:7]=[C:8]([C:11](=[O:12])[NH:45][C@H:43]([C:40]3[CH:39]=[CH:38][C:37]([N+:34]([O-:36])=[O:35])=[CH:42][CH:41]=3)[CH3:44])[CH:9]=2)[N:4]([CH2:14][C:15]2[CH:16]=[CH:17][C:18]([C:21]3[C:22]([C:27]([O:29][C:30]([CH3:32])([CH3:33])[CH3:31])=[O:28])=[CH:23][CH:24]=[CH:25][CH:26]=3)=[CH:19][CH:20]=2)[N:3]=1. Given the reactants [Br:1][C:2]1[C:10]2[C:5](=[CH:6][CH:7]=[C:8]([C:11](O)=[O:12])[CH:9]=2)[N:4]([CH2:14][C:15]2[CH:20]=[CH:19][C:18]([C:21]3[CH:26]=[CH:25][CH:24]=[CH:23][C:22]=3[C:27]([O:29][C:30]([CH3:33])([CH3:32])[CH3:31])=[O:28])=[CH:17][CH:16]=2)[N:3]=1.[N+:34]([C:37]1[CH:42]=[CH:41][C:40]([C@@H:43]([NH2:45])[CH3:44])=[CH:39][CH:38]=1)([O-:36])=[O:35], predict the reaction product. (3) Given the reactants [Cl:1][C:2]1[CH:7]=[CH:6][C:5]([CH3:8])=[C:4]([F:9])[C:3]=1[Cl:10].[Cl-].[Al+3].[Cl-].[Cl-].[C:15](Cl)(=[O:17])[CH3:16], predict the reaction product. The product is: [Cl:1][C:2]1[C:3]([Cl:10])=[C:4]([F:9])[C:5]([CH3:8])=[CH:6][C:7]=1[C:15](=[O:17])[CH3:16]. (4) Given the reactants [CH3:1][CH:2]1[C:6](=[O:7])[CH2:5][CH2:4][C:3]1=[O:8].[OH-].[K+].O1CCOC[CH2:12]1.CI, predict the reaction product. The product is: [CH3:1][C:2]1([CH3:12])[C:6](=[O:7])[CH2:5][CH2:4][C:3]1=[O:8].